Task: Regression. Given a peptide amino acid sequence and an MHC pseudo amino acid sequence, predict their binding affinity value. This is MHC class I binding data.. Dataset: Peptide-MHC class I binding affinity with 185,985 pairs from IEDB/IMGT (1) The peptide sequence is SQRFIFNII. The MHC is HLA-B08:01 with pseudo-sequence HLA-B08:01. The binding affinity (normalized) is 0.401. (2) The peptide sequence is HHYNNFYFY. The MHC is Mamu-B17 with pseudo-sequence Mamu-B17. The binding affinity (normalized) is 0.599. (3) The peptide sequence is EEAALCTFLL. The MHC is Patr-B2401 with pseudo-sequence Patr-B2401. The binding affinity (normalized) is 0.481.